From a dataset of Merck oncology drug combination screen with 23,052 pairs across 39 cell lines. Regression. Given two drug SMILES strings and cell line genomic features, predict the synergy score measuring deviation from expected non-interaction effect. (1) Drug 1: CCN(CC)CCNC(=O)c1c(C)[nH]c(C=C2C(=O)Nc3ccc(F)cc32)c1C. Drug 2: NC(=O)c1cccc2cn(-c3ccc(C4CCCNC4)cc3)nc12. Cell line: EFM192B. Synergy scores: synergy=0.959. (2) Drug 1: CC(=O)OC1C(=O)C2(C)C(O)CC3OCC3(OC(C)=O)C2C(OC(=O)c2ccccc2)C2(O)CC(OC(=O)C(O)C(NC(=O)c3ccccc3)c3ccccc3)C(C)=C1C2(C)C. Cell line: HT29. Synergy scores: synergy=-6.70. Drug 2: CNC(=O)c1cc(Oc2ccc(NC(=O)Nc3ccc(Cl)c(C(F)(F)F)c3)cc2)ccn1. (3) Drug 1: C=CCn1c(=O)c2cnc(Nc3ccc(N4CCN(C)CC4)cc3)nc2n1-c1cccc(C(C)(C)O)n1. Drug 2: CCC1(O)C(=O)OCc2c1cc1n(c2=O)Cc2cc3c(CN(C)C)c(O)ccc3nc2-1. Cell line: DLD1. Synergy scores: synergy=2.47. (4) Drug 1: CN1C(=O)C=CC2(C)C3CCC4(C)C(NC(=O)OCC(F)(F)F)CCC4C3CCC12. Drug 2: COC12C(COC(N)=O)C3=C(C(=O)C(C)=C(N)C3=O)N1CC1NC12. Cell line: CAOV3. Synergy scores: synergy=-1.35. (5) Drug 1: O=c1[nH]cc(F)c(=O)[nH]1. Drug 2: C#Cc1cccc(Nc2ncnc3cc(OCCOC)c(OCCOC)cc23)c1. Cell line: T47D. Synergy scores: synergy=-3.05. (6) Drug 1: CCC1(O)CC2CN(CCc3c([nH]c4ccccc34)C(C(=O)OC)(c3cc4c(cc3OC)N(C)C3C(O)(C(=O)OC)C(OC(C)=O)C5(CC)C=CCN6CCC43C65)C2)C1. Drug 2: CNC(=O)c1cc(Oc2ccc(NC(=O)Nc3ccc(Cl)c(C(F)(F)F)c3)cc2)ccn1. Cell line: SKOV3. Synergy scores: synergy=25.1.